This data is from NCI-60 drug combinations with 297,098 pairs across 59 cell lines. The task is: Regression. Given two drug SMILES strings and cell line genomic features, predict the synergy score measuring deviation from expected non-interaction effect. (1) Drug 2: C1CNP(=O)(OC1)N(CCCl)CCCl. Cell line: MOLT-4. Drug 1: CC1CCC2CC(C(=CC=CC=CC(CC(C(=O)C(C(C(=CC(C(=O)CC(OC(=O)C3CCCCN3C(=O)C(=O)C1(O2)O)C(C)CC4CCC(C(C4)OC)O)C)C)O)OC)C)C)C)OC. Synergy scores: CSS=30.6, Synergy_ZIP=-4.39, Synergy_Bliss=1.94, Synergy_Loewe=-21.4, Synergy_HSA=0.692. (2) Drug 1: COC1=CC(=CC(=C1O)OC)C2C3C(COC3=O)C(C4=CC5=C(C=C24)OCO5)OC6C(C(C7C(O6)COC(O7)C8=CC=CS8)O)O. Drug 2: CC1C(C(CC(O1)OC2CC(CC3=C2C(=C4C(=C3O)C(=O)C5=CC=CC=C5C4=O)O)(C(=O)C)O)N)O. Cell line: UO-31. Synergy scores: CSS=45.4, Synergy_ZIP=-4.63, Synergy_Bliss=-2.73, Synergy_Loewe=-24.3, Synergy_HSA=-0.284. (3) Drug 1: C1=CC(=CC=C1CC(C(=O)O)N)N(CCCl)CCCl.Cl. Drug 2: C1=CC=C(C=C1)NC(=O)CCCCCCC(=O)NO. Cell line: NCIH23. Synergy scores: CSS=14.4, Synergy_ZIP=-5.30, Synergy_Bliss=-0.501, Synergy_Loewe=-1.60, Synergy_HSA=0.443. (4) Cell line: OVCAR-4. Drug 2: CN1C2=C(C=C(C=C2)N(CCCl)CCCl)N=C1CCCC(=O)O.Cl. Drug 1: C1=CC=C(C(=C1)C(C2=CC=C(C=C2)Cl)C(Cl)Cl)Cl. Synergy scores: CSS=2.34, Synergy_ZIP=0.867, Synergy_Bliss=2.34, Synergy_Loewe=-1.32, Synergy_HSA=-0.201. (5) Drug 1: C1CNP(=O)(OC1)N(CCCl)CCCl. Drug 2: C(CN)CNCCSP(=O)(O)O. Cell line: SNB-19. Synergy scores: CSS=-4.46, Synergy_ZIP=2.42, Synergy_Bliss=0.977, Synergy_Loewe=-2.03, Synergy_HSA=-2.62. (6) Drug 1: CN1CCC(CC1)COC2=C(C=C3C(=C2)N=CN=C3NC4=C(C=C(C=C4)Br)F)OC. Drug 2: CC1C(C(CC(O1)OC2CC(CC3=C2C(=C4C(=C3O)C(=O)C5=C(C4=O)C(=CC=C5)OC)O)(C(=O)CO)O)N)O.Cl. Cell line: BT-549. Synergy scores: CSS=41.5, Synergy_ZIP=-2.78, Synergy_Bliss=-4.47, Synergy_Loewe=-25.3, Synergy_HSA=-5.80.